From a dataset of Forward reaction prediction with 1.9M reactions from USPTO patents (1976-2016). Predict the product of the given reaction. (1) Given the reactants [O:1]=[S:2]1(=[O:18])[CH2:6][CH2:5][CH2:4][N:3]1[C:7]1[CH:17]=[CH:16][C:10]([C:11]([O:13]CC)=O)=[CH:9][N:8]=1.[CH3:19][C:20]1[C:21]([N:28]2[CH2:33][CH2:32][NH:31][CH2:30][CH2:29]2)=[N:22][C:23]([CH3:27])=[C:24]([CH3:26])[CH:25]=1, predict the reaction product. The product is: [O:18]=[S:2]1(=[O:1])[CH2:6][CH2:5][CH2:4][N:3]1[C:7]1[N:8]=[CH:9][C:10]([C:11]([N:31]2[CH2:32][CH2:33][N:28]([C:21]3[C:20]([CH3:19])=[CH:25][C:24]([CH3:26])=[C:23]([CH3:27])[N:22]=3)[CH2:29][CH2:30]2)=[O:13])=[CH:16][CH:17]=1. (2) Given the reactants [N:1]1([S:7]([C:10]2[CH:11]=[C:12]([CH:16]=[CH:17][CH:18]=2)[C:13]([OH:15])=O)(=[O:9])=[O:8])[CH2:6][CH2:5][CH2:4][CH2:3][CH2:2]1.[O:19]([C:26]1[N:31]=[CH:30][C:29]([NH2:32])=[CH:28][CH:27]=1)[C:20]1[CH:25]=[CH:24][CH:23]=[CH:22][CH:21]=1, predict the reaction product. The product is: [O:19]([C:26]1[N:31]=[CH:30][C:29]([NH:32][C:13](=[O:15])[C:12]2[CH:16]=[CH:17][CH:18]=[C:10]([S:7]([N:1]3[CH2:2][CH2:3][CH2:4][CH2:5][CH2:6]3)(=[O:8])=[O:9])[CH:11]=2)=[CH:28][CH:27]=1)[C:20]1[CH:21]=[CH:22][CH:23]=[CH:24][CH:25]=1. (3) Given the reactants [Cl:1][C:2]1[CH:3]=[CH:4][C:5]([O:11][CH3:12])=[C:6](B(O)O)[CH:7]=1.Cl[CH2:14][C:15]1[N:20]=[C:19]([C:21]([O:23][CH3:24])=[O:22])[CH:18]=[CH:17][CH:16]=1.[C:25](=O)([O-])[O-].[K+].[K+].C(O)C.C1(C)C=CC=CC=1, predict the reaction product. The product is: [Cl:1][C:2]1[CH:3]=[CH:4][C:5]([O:11][CH3:12])=[C:6]([CH2:14][C:15]2[N:20]=[C:19]([C:21]([O:23][CH2:24][CH3:25])=[O:22])[CH:18]=[CH:17][CH:16]=2)[CH:7]=1. (4) The product is: [Br-:10].[CH2:11]([N+:3]1[C:2]([Cl:1])=[C:6]([Cl:7])[N:5]([C:20]2([CH2:19][CH3:18])[CH:29]=[CH:28][C:27]3[C:22](=[CH:23][CH:24]=[CH:25][CH:26]=3)[CH2:21]2)[CH:4]=1)[CH2:12][CH2:13][CH3:14]. Given the reactants [Cl:1][C:2]1[N:3]=[CH:4][NH:5][C:6]=1[Cl:7].[OH-].[K+].[Br:10][CH2:11][CH2:12][CH2:13][CH3:14].[K+].[Br-].Br[CH2:18][CH2:19][C:20]1[CH:29]=[CH:28][C:27]2[C:22](=[CH:23][CH:24]=[CH:25][CH:26]=2)[CH:21]=1, predict the reaction product. (5) Given the reactants [Br:1][C:2]1[CH:3]=[C:4]([N:8]2[C:16]3[CH:15]=[C:14](Cl)[N:13]=[CH:12][C:11]=3[C:10]([C:18]([O:20]C)=[O:19])=[N:9]2)[CH:5]=[CH:6][CH:7]=1.[O-:22][CH2:23][CH3:24].[Na+].CN(C=O)C.Cl, predict the reaction product. The product is: [Br:1][C:2]1[CH:3]=[C:4]([N:8]2[C:16]3[CH:15]=[C:14]([O:22][CH2:23][CH3:24])[N:13]=[CH:12][C:11]=3[C:10]([C:18]([OH:20])=[O:19])=[N:9]2)[CH:5]=[CH:6][CH:7]=1. (6) The product is: [Br:1][C:2]1[CH:3]=[C:4]([S:8]([N:11]([CH2:12][C:13]2[CH:18]=[CH:17][C:16]([O:19][CH3:20])=[CH:15][CH:14]=2)[CH3:23])(=[O:9])=[O:10])[CH:5]=[CH:6][CH:7]=1. Given the reactants [Br:1][C:2]1[CH:3]=[C:4]([S:8]([NH:11][CH2:12][C:13]2[CH:18]=[CH:17][C:16]([O:19][CH3:20])=[CH:15][CH:14]=2)(=[O:10])=[O:9])[CH:5]=[CH:6][CH:7]=1.[H-].[Na+].[CH3:23]I.O, predict the reaction product.